Dataset: Full USPTO retrosynthesis dataset with 1.9M reactions from patents (1976-2016). Task: Predict the reactants needed to synthesize the given product. (1) Given the product [NH2:2][CH2:1][CH:3]([C:4]1([OH:10])[CH2:9][CH2:8][CH2:7][CH2:6][CH2:5]1)[C:11]1[CH:12]=[CH:13][C:14]([O:17][CH3:18])=[CH:15][CH:16]=1, predict the reactants needed to synthesize it. The reactants are: [C:1]([CH:3]([C:11]1[CH:16]=[CH:15][C:14]([O:17][CH3:18])=[CH:13][CH:12]=1)[C:4]1([OH:10])[CH2:9][CH2:8][CH2:7][CH2:6][CH2:5]1)#[N:2].Cl.[H][H]. (2) Given the product [CH2:24]([O:26][C:27]([CH:29]1[CH:33]([C:34]2[CH:39]=[CH:38][C:37]([NH:40][C:21](=[O:23])[CH2:20][C:5]3[CH:6]=[CH:7][C:8]([NH:9][C:10]([NH:12][C:13]4[CH:18]=[CH:17][CH:16]=[CH:15][C:14]=4[CH3:19])=[O:11])=[C:3]([O:2][CH3:1])[CH:4]=3)=[CH:36][CH:35]=2)[CH2:32][N:31]([C:41](=[O:48])[C:42]2[CH:43]=[CH:44][CH:45]=[CH:46][CH:47]=2)[CH2:30]1)=[O:28])[CH3:25], predict the reactants needed to synthesize it. The reactants are: [CH3:1][O:2][C:3]1[CH:4]=[C:5]([CH2:20][C:21]([OH:23])=O)[CH:6]=[CH:7][C:8]=1[NH:9][C:10]([NH:12][C:13]1[CH:18]=[CH:17][CH:16]=[CH:15][C:14]=1[CH3:19])=[O:11].[CH2:24]([O:26][C:27]([CH:29]1[CH:33]([C:34]2[CH:39]=[CH:38][C:37]([NH2:40])=[CH:36][CH:35]=2)[CH2:32][N:31]([C:41](=[O:48])[C:42]2[CH:47]=[CH:46][CH:45]=[CH:44][CH:43]=2)[CH2:30]1)=[O:28])[CH3:25].C(N(CC)CC)C.CN(C1C=CC=CN=1)C.